From a dataset of Forward reaction prediction with 1.9M reactions from USPTO patents (1976-2016). Predict the product of the given reaction. (1) Given the reactants [CH2:1]1[CH2:12][CH2:11][CH2:10][CH2:9][CH2:8][CH2:7][CH2:6][CH2:5][CH2:4][CH2:3][CH2:2]1.[OH:13]N1[C:18](=O)[C:17]2=[CH:20][CH:21]=[CH:22][CH:23]=[C:16]2[C:15]1=[O:24].O=O, predict the reaction product. The product is: [C:1]1(=[O:13])[CH2:12][CH2:11][CH2:10][CH2:9][CH2:8][CH2:7][CH2:6][CH2:5][CH2:4][CH2:3][CH2:2]1.[CH:15]1([OH:24])[CH2:16][CH2:23][CH2:22][CH2:21][CH2:20][CH2:17][CH2:18][CH2:3][CH2:2][CH2:1][CH2:12]1. (2) Given the reactants [CH2:1]([O:3][CH:4]([O:13][CH2:14][CH3:15])[C:5]1[CH:12]=[CH:11][C:8]([CH:9]=O)=[CH:7][CH:6]=1)[CH3:2].C[Si](C)(C)CCOCN1C=CN=C1C=O.[CH3:31][Si:32]([CH3:45])([CH3:44])[CH2:33][CH2:34][O:35][CH2:36][N:37]1[CH:41]=[CH:40][N:39]=[C:38]1[CH2:42][NH2:43], predict the reaction product. The product is: [CH2:1]([O:3][CH:4]([O:13][CH2:14][CH3:15])[C:5]1[CH:12]=[CH:11][C:8]([CH2:9][NH:43][CH2:42][C:38]2[N:37]([CH2:36][O:35][CH2:34][CH2:33][Si:32]([CH3:45])([CH3:44])[CH3:31])[CH:41]=[CH:40][N:39]=2)=[CH:7][CH:6]=1)[CH3:2]. (3) Given the reactants C(OC([NH:8][C:9]([C:12]1[CH:17]=[CH:16][C:15]([C:18]2[C:23]([C:24]#[N:25])=[CH:22][N:21]=[C:20]([NH:26][C:27]3[CH:32]=[CH:31][C:30]([CH2:33][CH2:34][N:35]4[CH2:40][CH2:39][CH2:38][CH2:37][CH2:36]4)=[CH:29][CH:28]=3)[N:19]=2)=[CH:14][CH:13]=1)([CH3:11])[CH3:10])=O)(C)(C)C.C(Cl)Cl.FC(C(O)=O)(F)F, predict the reaction product. The product is: [NH2:8][C:9]([C:12]1[CH:13]=[CH:14][C:15]([C:18]2[C:23]([C:24]#[N:25])=[CH:22][N:21]=[C:20]([NH:26][C:27]3[CH:28]=[CH:29][C:30]([CH2:33][CH2:34][N:35]4[CH2:36][CH2:37][CH2:38][CH2:39][CH2:40]4)=[CH:31][CH:32]=3)[N:19]=2)=[CH:16][CH:17]=1)([CH3:11])[CH3:10]. (4) Given the reactants [C:1]([O:5][C:6]([NH:8][C@@H:9]([CH3:22])[C:10]([NH:12][N:13]1[CH:17]=[CH:16][CH:15]=[C:14]1[C:18]([O:20]C)=O)=[O:11])=[O:7])([CH3:4])([CH3:3])[CH3:2].[CH3:23][O:24][C:25]1[CH:37]=[CH:36][C:28]([CH2:29][N:30]2[CH:34]=[C:33]([NH2:35])[CH:32]=[N:31]2)=[CH:27][CH:26]=1, predict the reaction product. The product is: [CH3:23][O:24][C:25]1[CH:26]=[CH:27][C:28]([CH2:29][N:30]2[CH:34]=[C:33]([NH:35][C:18]([C:14]3[N:13]([NH:12][C:10](=[O:11])[C@@H:9]([NH:8][C:6](=[O:7])[O:5][C:1]([CH3:2])([CH3:3])[CH3:4])[CH3:22])[CH:17]=[CH:16][CH:15]=3)=[O:20])[CH:32]=[N:31]2)=[CH:36][CH:37]=1. (5) Given the reactants Cl[C:2]1[N:7]=[CH:6][C:5]2[C:8]([O:30][CH3:31])=[N:9][N:10]([C:11]([C:24]3[CH:29]=[CH:28][CH:27]=[CH:26][CH:25]=3)([C:18]3[CH:23]=[CH:22][CH:21]=[CH:20][CH:19]=3)[C:12]3[CH:17]=[CH:16][CH:15]=[CH:14][CH:13]=3)[C:4]=2[CH:3]=1.[C:32]1([C@H:38]([NH:40][C:41]([NH2:43])=[O:42])[CH3:39])[CH:37]=[CH:36][CH:35]=[CH:34][CH:33]=1.CC(C1C=C(C(C)C)C(C2C(P(C3CCCCC3)C3CCCCC3)=C(OC)C=CC=2OC)=C(C(C)C)C=1)C.C(=O)([O-])[O-].[Cs+].[Cs+], predict the reaction product. The product is: [CH3:31][O:30][C:8]1[C:5]2[CH:6]=[N:7][C:2]([NH:43][C:41]([NH:40][C@@H:38]([C:32]3[CH:37]=[CH:36][CH:35]=[CH:34][CH:33]=3)[CH3:39])=[O:42])=[CH:3][C:4]=2[N:10]([C:11]([C:24]2[CH:25]=[CH:26][CH:27]=[CH:28][CH:29]=2)([C:18]2[CH:23]=[CH:22][CH:21]=[CH:20][CH:19]=2)[C:12]2[CH:17]=[CH:16][CH:15]=[CH:14][CH:13]=2)[N:9]=1. (6) The product is: [Br:1][C:2]1[C:9]([O:10][CH3:13])=[C:8]([O:11][CH3:12])[CH:7]=[CH:6][C:3]=1[CH:4]=[O:5]. Given the reactants [Br:1][C:2]1[C:9]([OH:10])=[C:8]([O:11][CH3:12])[CH:7]=[CH:6][C:3]=1[CH:4]=[O:5].[C:13]([O-])([O-])=O.[K+].[K+].COS(OC)(=O)=O, predict the reaction product. (7) Given the reactants [Cl:1][C:2]1[CH:3]=[C:4]2[N:19](CC=C)[C:18]([O:23][C@H:24]3[CH2:29][CH2:28][C@H:27]([C:30]([O:32][CH2:33][CH3:34])=[O:31])[CH2:26][CH2:25]3)=[N:17][C:5]2=[N:6][C:7]=1[C:8]1[CH:13]=[CH:12][C:11]([F:14])=[C:10]([C:15]#[N:16])[CH:9]=1.C1([SiH3])C=CC=CC=1, predict the reaction product. The product is: [Cl:1][C:2]1[CH:3]=[C:4]2[NH:19][C:18]([O:23][C@H:24]3[CH2:25][CH2:26][C@H:27]([C:30]([O:32][CH2:33][CH3:34])=[O:31])[CH2:28][CH2:29]3)=[N:17][C:5]2=[N:6][C:7]=1[C:8]1[CH:13]=[CH:12][C:11]([F:14])=[C:10]([C:15]#[N:16])[CH:9]=1.